From a dataset of Catalyst prediction with 721,799 reactions and 888 catalyst types from USPTO. Predict which catalyst facilitates the given reaction. (1) Reactant: [Cl:1][C:2]1[C:3]([N:16]2[CH2:21][CH2:20][CH:19]([C:22]3[CH:31]=[CH:30][CH:29]=[CH:28][C:23]=3[C:24]([O:26][CH3:27])=[O:25])[CH2:18][CH2:17]2)=[CH:4][N:5]=[N:6][C:7]=1[NH:8][NH:9][C:10](=O)[CH2:11][CH:12]1[CH2:14][CH2:13]1.P(Cl)(Cl)(Cl)=O. Product: [Cl:1][C:2]1[C:7]2[N:6]([C:10]([CH2:11][CH:12]3[CH2:13][CH2:14]3)=[N:9][N:8]=2)[N:5]=[CH:4][C:3]=1[N:16]1[CH2:17][CH2:18][CH:19]([C:22]2[CH:31]=[CH:30][CH:29]=[CH:28][C:23]=2[C:24]([O:26][CH3:27])=[O:25])[CH2:20][CH2:21]1. The catalyst class is: 10. (2) Reactant: [Cl:1][C:2]1[CH:7]=[CH:6][C:5]([C:8]2[N:9]=[C:10]([CH:13]3[O:18][CH2:17][CH2:16][N:15](CC4C=CC=CC=4)[CH2:14]3)[NH:11][CH:12]=2)=[CH:4][CH:3]=1.Cl. Product: [Cl:1][C:2]1[CH:7]=[CH:6][C:5]([C:8]2[N:9]=[C:10]([CH:13]3[O:18][CH2:17][CH2:16][NH:15][CH2:14]3)[NH:11][CH:12]=2)=[CH:4][CH:3]=1. The catalyst class is: 29. (3) Reactant: [NH2:1][C:2]1[N:7]=[CH:6][N:5]=[C:4]2[N:8]([CH:12]([C:14]3[CH:21]=[C:20]([Cl:22])[C:17]([C:18]#[N:19])=[C:16]([CH:23]4[CH2:26][NH:25][CH2:24]4)[C:15]=3[O:27][CH3:28])[CH3:13])[N:9]=[C:10]([CH3:11])[C:3]=12.[CH2:29]([N:31]([CH2:34]C)[CH2:32]C)C.ClC(OC1C=CC([N+]([O-])=O)=CC=1)=[O:38]. Product: [NH2:1][C:2]1[N:7]=[CH:6][N:5]=[C:4]2[N:8]([CH:12]([C:14]3[C:15]([O:27][CH3:28])=[C:16]([CH:23]4[CH2:24][N:25]([C:29]([N:31]([CH3:34])[CH3:32])=[O:38])[CH2:26]4)[C:17]([C:18]#[N:19])=[C:20]([Cl:22])[CH:21]=3)[CH3:13])[N:9]=[C:10]([CH3:11])[C:3]=12. The catalyst class is: 405. (4) Reactant: [Br:1][C:2]1[CH:3]=[CH:4][C:5]2[C:11]3[S:12][C:13]([C:15]([NH:17][NH2:18])=[O:16])=[CH:14][C:10]=3[CH2:9][CH2:8][O:7][C:6]=2[CH:19]=1.C(N(CC)CC)C.C1N=CN([C:32](N2C=NC=C2)=[O:33])C=1. Product: [Br:1][C:2]1[CH:3]=[CH:4][C:5]2[C:11]3[S:12][C:13]([C:15]4[O:16][C:32](=[O:33])[NH:18][N:17]=4)=[CH:14][C:10]=3[CH2:9][CH2:8][O:7][C:6]=2[CH:19]=1. The catalyst class is: 7. (5) The catalyst class is: 8. Reactant: [C:1]([C:4]1[S:5][C:6]([Br:9])=[CH:7][CH:8]=1)(=[O:3])[CH3:2].[CH3:10][N:11]([CH3:20])[C:12]1[CH:19]=[CH:18][C:15]([CH:16]=O)=[CH:14][CH:13]=1.[OH-].[K+]. Product: [Br:9][C:6]1[S:5][C:4]([C:1](=[O:3])[CH:2]=[CH:16][C:15]2[CH:18]=[CH:19][C:12]([N:11]([CH3:20])[CH3:10])=[CH:13][CH:14]=2)=[CH:8][CH:7]=1. (6) Reactant: [C:1]([C:3]1[NH:7][C:6]([C@@H:8]2[CH2:13][C@@H:12]3[C@@H:10]([CH2:11]3)[N:9]2[C:14]([O:16][C:17]([CH3:20])([CH3:19])[CH3:18])=[O:15])=[N:5][CH:4]=1)#[CH:2].Br[C:22]1[CH:23]=[C:24]2[C:29](=[CH:30][CH:31]=1)[CH:28]=[C:27]([C:32]1[NH:36][C:35]([C@@H:37]3[CH2:42][C@@H:41]4[C@@H:39]([CH2:40]4)[N:38]3[C:43](=[O:53])[C@@H:44]([NH:48][C:49](=[O:52])[O:50][CH3:51])[CH:45]([CH3:47])[CH3:46])=[N:34][CH:33]=1)[CH:26]=[CH:25]2. Product: [CH3:51][O:50][C:49]([NH:48][C@@H:44]([CH:45]([CH3:47])[CH3:46])[C:43]([N:38]1[C@H:37]([C:35]2[NH:34][CH:33]=[C:32]([C:27]3[CH:28]=[C:29]4[C:24](=[CH:25][CH:26]=3)[CH:23]=[C:22]([C:2]#[C:1][C:3]3[N:7]=[C:6]([C@@H:8]5[CH2:13][C@@H:12]6[C@@H:10]([CH2:11]6)[N:9]5[C:14]([O:16][C:17]([CH3:20])([CH3:19])[CH3:18])=[O:15])[NH:5][CH:4]=3)[CH:31]=[CH:30]4)[N:36]=2)[CH2:42][C@@H:41]2[C@H:39]1[CH2:40]2)=[O:53])=[O:52]. The catalyst class is: 555. (7) Reactant: [C:1]([O:5][C:6]([NH:8][C@H:9]([C:14]([N:16]1[C@@H:24]([C:25]#[C:26][Si](C)(C)C)[CH2:23][CH2:22][C@H:17]1[C:18]([O:20]C)=[O:19])=[O:15])[CH2:10][CH:11]([CH3:13])[CH3:12])=[O:7])([CH3:4])([CH3:3])[CH3:2].[OH-].[Li+]. Product: [C:1]([O:5][C:6]([NH:8][C@H:9]([C:14]([N:16]1[C@@H:24]([C:25]#[CH:26])[CH2:23][CH2:22][C@H:17]1[C:18]([OH:20])=[O:19])=[O:15])[CH2:10][CH:11]([CH3:13])[CH3:12])=[O:7])([CH3:4])([CH3:2])[CH3:3]. The catalyst class is: 393. (8) Reactant: Cl[C:2]1[C:7]([C:8]#[N:9])=[C:6]([NH:10][CH2:11][CH2:12][OH:13])[N:5]=[C:4]([NH:14][CH:15]2[CH2:17][CH2:16]2)[N:3]=1.C(N(C(C)C)C(C)C)C.[C:27]1([N:33]2[CH2:38][CH2:37][NH:36][CH2:35][CH2:34]2)[CH:32]=[CH:31][CH:30]=[CH:29][CH:28]=1. Product: [CH:15]1([NH:14][C:4]2[N:5]=[C:6]([NH:10][CH2:11][CH2:12][OH:13])[C:7]([C:8]#[N:9])=[C:2]([N:36]3[CH2:37][CH2:38][N:33]([C:27]4[CH:32]=[CH:31][CH:30]=[CH:29][CH:28]=4)[CH2:34][CH2:35]3)[N:3]=2)[CH2:17][CH2:16]1. The catalyst class is: 12.